Dataset: Peptide-MHC class I binding affinity with 185,985 pairs from IEDB/IMGT. Task: Regression. Given a peptide amino acid sequence and an MHC pseudo amino acid sequence, predict their binding affinity value. This is MHC class I binding data. (1) The peptide sequence is FAFVTDNTY. The MHC is HLA-B46:01 with pseudo-sequence HLA-B46:01. The binding affinity (normalized) is 0.773. (2) The peptide sequence is IIYYQLAGY. The MHC is HLA-B58:01 with pseudo-sequence HLA-B58:01. The binding affinity (normalized) is 0.0847. (3) The peptide sequence is KTPVIVVPV. The MHC is Mamu-B17 with pseudo-sequence Mamu-B17. The binding affinity (normalized) is 0. (4) The peptide sequence is AVRNAKAAV. The MHC is HLA-B57:01 with pseudo-sequence HLA-B57:01. The binding affinity (normalized) is 0.0847. (5) The peptide sequence is SSDLRSWTF. The MHC is HLA-C04:01 with pseudo-sequence HLA-C04:01. The binding affinity (normalized) is 0.0847.